Dataset: Forward reaction prediction with 1.9M reactions from USPTO patents (1976-2016). Task: Predict the product of the given reaction. (1) Given the reactants [NH2:1][C:2]1[C:11]2=[N:12][N:13]([CH2:23][CH3:24])[C:14]([CH2:15][C:16]3([OH:22])[CH2:21][CH2:20][CH2:19][CH2:18][CH2:17]3)=[C:10]2[C:9]2[CH:8]=[CH:7][CH:6]=[CH:5][C:4]=2[N:3]=1, predict the reaction product. The product is: [NH2:1][C:2]1[C:11]2=[N:12][N:13]([CH2:23][CH3:24])[C:14]([CH2:15][C:16]3([OH:22])[CH2:21][CH2:20][CH2:19][CH2:18][CH2:17]3)=[C:10]2[C:9]2[CH2:8][CH2:7][CH2:6][CH2:5][C:4]=2[N:3]=1. (2) Given the reactants [C:1]([NH:4][C:5]1[S:6][C:7]2[CH:13]=[CH:12][CH:11]=[C:10]([O:14][C:15]3[N:20]=[CH:19][N:18]=[C:17]([C:21]4[CH:26]=[CH:25][C:24]([C:27]([F:30])([F:29])[F:28])=[CH:23][C:22]=4[NH:31][C:32]([C@@H:34]4[CH2:38][CH2:37][C@H:36]([C:39]5[CH:44]=[CH:43][CH:42]=[CH:41][CH:40]=5)[NH:35]4)=[O:33])[CH:16]=3)[C:8]=2[N:9]=1)(=[O:3])[CH3:2].[CH:45]1([CH:48]=O)[CH2:47][CH2:46]1, predict the reaction product. The product is: [C:1]([NH:4][C:5]1[S:6][C:7]2[CH:13]=[CH:12][CH:11]=[C:10]([O:14][C:15]3[N:20]=[CH:19][N:18]=[C:17]([C:21]4[CH:26]=[CH:25][C:24]([C:27]([F:28])([F:29])[F:30])=[CH:23][C:22]=4[NH:31][C:32]([C@@H:34]4[CH2:38][CH2:37][C@H:36]([C:39]5[CH:44]=[CH:43][CH:42]=[CH:41][CH:40]=5)[N:35]4[CH2:48][CH:45]4[CH2:47][CH2:46]4)=[O:33])[CH:16]=3)[C:8]=2[N:9]=1)(=[O:3])[CH3:2]. (3) Given the reactants [CH3:1][C:2]1[C:3]([C:10]([O-:12])=[O:11])=[N:4][C:5]([CH3:9])=[C:6]([CH3:8])[N:7]=1.S(Cl)(Cl)=O.[C:17](=O)(O)[O-].[Na+], predict the reaction product. The product is: [CH3:1][C:2]1[C:3]([C:10]([O:12][CH3:17])=[O:11])=[N:4][C:5]([CH3:9])=[C:6]([CH3:8])[N:7]=1. (4) Given the reactants [CH2:1]([N:3]1[C:7]2[N:8]=[C:9]([C:18]3[CH:23]=[CH:22][C:21]([NH:24][C:25]([NH:27][C:28]4[CH:36]=[CH:35][C:31]([C:32]([OH:34])=O)=[CH:30][CH:29]=4)=[O:26])=[CH:20][CH:19]=3)[N:10]=[C:11]([N:12]3[CH2:17][CH2:16][O:15][CH2:14][CH2:13]3)[C:6]=2[CH:5]=[CH:4]1)[CH3:2].[N:37]1[CH:42]=[CH:41][CH:40]=[CH:39][C:38]=1[N:43]1[CH2:48][CH2:47][NH:46][CH2:45][CH2:44]1, predict the reaction product. The product is: [CH2:1]([N:3]1[C:7]2[N:8]=[C:9]([C:18]3[CH:23]=[CH:22][C:21]([NH:24][C:25]([NH:27][C:28]4[CH:29]=[CH:30][C:31]([C:32]([N:46]5[CH2:47][CH2:48][N:43]([C:38]6[CH:39]=[CH:40][CH:41]=[CH:42][N:37]=6)[CH2:44][CH2:45]5)=[O:34])=[CH:35][CH:36]=4)=[O:26])=[CH:20][CH:19]=3)[N:10]=[C:11]([N:12]3[CH2:13][CH2:14][O:15][CH2:16][CH2:17]3)[C:6]=2[CH:5]=[CH:4]1)[CH3:2]. (5) Given the reactants C([O:3][C:4](=[O:32])[CH2:5][S:6][C:7]1[S:11][C:10]([NH:12][C:13]([N:15]([CH2:25][CH:26]2[CH2:31][CH2:30][CH2:29][CH2:28]C2)[C:16]2[CH:21]=[CH:20][C:19]([O:22][CH3:23])=[C:18]([Cl:24])[CH:17]=2)=[O:14])=[N:9][CH:8]=1)C.C1(CN(C2C=CC(S(C)(=O)=O)=CC=2)C(=O)NC2SC=C(CC(O)=O)N=2)CCCC1.CN(CC1CCCCC1)C1C=CC(OC)=C(Cl)C=1.C(OC(=O)CSC1SC(N)=NC=1)C, predict the reaction product. The product is: [Cl:24][C:18]1[CH:17]=[C:16]([N:15]([CH2:25][CH:26]2[CH2:28][CH2:29][CH2:30][CH2:31]2)[C:13](=[O:14])[NH:12][C:10]2[S:11][C:7]([S:6][CH2:5][C:4]([OH:3])=[O:32])=[CH:8][N:9]=2)[CH:21]=[CH:20][C:19]=1[O:22][CH3:23]. (6) Given the reactants Br[C:2]1[CH:3]=[CH:4][CH:5]=[C:6]2[C:11]=1[C:10](=[O:12])[NH:9][CH:8]=[CH:7]2.C(O)C.C(=O)(O)[O-].[Na+].[N:21]1[CH:26]=[CH:25][C:24](B(O)O)=[CH:23][CH:22]=1, predict the reaction product. The product is: [N:21]1[CH:26]=[CH:25][C:24]([C:2]2[CH:3]=[CH:4][CH:5]=[C:6]3[C:11]=2[C:10](=[O:12])[NH:9][CH:8]=[CH:7]3)=[CH:23][CH:22]=1. (7) Given the reactants [CH3:1][C:2]1([CH3:10])[O:7][C:6](=[O:8])[CH2:5][C:4](=[O:9])[O:3]1.CCN=C=NCCCN(C)C.Cl.[CH3:23][C:24]1[O:25][C:26]2[CH:32]=[CH:31][C:30]([C:33](O)=[O:34])=[CH:29][C:27]=2[CH:28]=1, predict the reaction product. The product is: [CH3:1][C:2]1([CH3:10])[O:7][C:6](=[O:8])[CH:5]([C:33]([C:30]2[CH:31]=[CH:32][C:26]3[O:25][C:24]([CH3:23])=[CH:28][C:27]=3[CH:29]=2)=[O:34])[C:4](=[O:9])[O:3]1. (8) Given the reactants C(NC1N=C2C=CC(C3C(C4C=CC(F)=CC=4)=NN(C)C=3N3CCN(C(OC(C)(C)C)=O)CC3)=NN2C=1)(=O)C.C([NH:43][C:44]1[N:45]=[C:46]2[CH:51]=[CH:50][C:49]([C:52]3[C:53]([C:71]4[CH:76]=[CH:75][C:74]([F:77])=[CH:73][CH:72]=4)=[N:54][N:55]([CH3:70])[C:56]=3[CH:57]3[CH2:62][CH2:61][N:60](C(OC(C)(C)C)=O)[CH2:59][CH2:58]3)=[N:48][N:47]2[CH:78]=1)(=O)C, predict the reaction product. The product is: [F:77][C:74]1[CH:75]=[CH:76][C:71]([C:53]2[C:52]([C:49]3[CH:50]=[CH:51][C:46]4[N:47]([CH:78]=[C:44]([NH2:43])[N:45]=4)[N:48]=3)=[C:56]([CH:57]3[CH2:62][CH2:61][NH:60][CH2:59][CH2:58]3)[N:55]([CH3:70])[N:54]=2)=[CH:72][CH:73]=1. (9) Given the reactants CON(C)C([C:6]1[CH:14]=[C:13]2C(C(C)=C[N:12]2[CH2:15][C:16]2[CH:21]=CC(OC)=[CH:18][CH:17]=2)=CC=1)=O.C([Li])CCC.CN(C)C=[O:34].[Cl-].[NH4+], predict the reaction product. The product is: [CH3:21][C:16]1[CH:15]=[N:12][CH:13]=[C:14]([CH3:6])[C:17]=1[CH:18]=[O:34].